This data is from B-cell epitopes from IEDB database with 3,159 antigens for binding position prediction. The task is: Token-level Classification. Given an antigen amino acid sequence, predict which amino acid positions are active epitope sites capable of antibody binding. Output is a list of indices for active positions. (1) Given the antigen sequence: MGKSSPVCLYLILQGLLLFDTVNAKNLNELKMECPHTIGLGQGLVVGSVELPPVPIQQIESLKLESSCNFDLHTSTAGQQSFTKWTWETKGDLAENTQASSTSFQTKSSEVNLRGLCLIPTLVVETAARMRKTIACYDLSCNQTVCQPTVYLMGPIQTCLTTKSCLLGLGDQRIQVNYERTYCVSGQLVEGVCFNPIHTMALSQPSHTYDIVTIMVRCFLVIKKVTSGDSMKIEKNFETLVQKTGCTANGFQGYYICLIGSSSEPLYVPTLDDYRSAEVLSRMAFAPHGEDHDIEKNAVSALRIAGKVTGKAPSTESSDTVQGIAFSGSPLYTSTGVLTAKDDPVYVWAPGIIMEGNHSVCEKKTLPLTWTGFIPLPGEIEKTTQCTVFCTLAGPGADCEAYSETGIFNISSPTCLINRVQRFRGAEQQIKFVCQRVDMDITVYCNGVKKVILTKTLVIGQCIYTFTSIFSMIPGIAHSLAVELCVPGLHGWATVLLLLT..., which amino acid positions are active epitope sites? The epitope positions are: [135, 136, 137, 138, 139, 140, 141, 142, 143, 144, 145, 146]. The amino acids at these positions are: CYDLSCNQTVCQ. (2) Given the antigen sequence: MGLKVNVSAIFMAVLLTLQTPTGQIHWGNLSKIGVVGIGSASYKVMTRSSHQSLVIKLMPNVTLLNNCTRVEIAEYRRLLRTVLEPIRDALNAMTQNVRPVQSVASSRRHKRFAGVVLAGAALGVATAAQITAGIALHQSMLNSQTIDNLRASLETTNQAIEAIRQAGQEMILAVQGVQDYINNELIPSMKQLSCDLIGQKLGLKLLRYYTEILSLFGPSLRDPISAEISIQALSYALGGDINKVLEKLGYSGGDLLGILESRGIKARITHVDTESYFIVLSIAYPTLSEIEGVIVHRLEGVSYNIGSQEWYTTVPKYVATQGYLISNFDESSCTFMPEGTVCSQNALYPMSPLLQECLRGSTKSCARTLVSGSFGNRFILSQGNLIANCASILCKCYTTGTIINQDPDKILTYIAADHCPVVEVNGVTIQVGSRRYPDDVYLHRNDLGPPISLERLDVGINLGKAIAKLEDAKELLESSDQILRSMKGLSSTGIVYILI..., which amino acid positions are active epitope sites? The epitope positions are: [399, 400, 401, 402, 403, 404, 405, 406, 407, 408, 409, 410, 411, 412, 413]. The amino acids at these positions are: TGTIINQDPDKILTY. (3) The epitope positions are: [133, 134, 135, 136, 137, 138, 139, 140, 141, 142, 143, 144, 145, 146, 147, 148, 149, 150, 151, 152]. The amino acids at these positions are: KVTGNAGGRLACGVVGLAAE. Given the antigen sequence: MKAVCVMTGTAGVKGVVKFTQETDNGPVHVHAEFSGLKAGKHGFHVHEFGDTTNGCTSAGAHFNPTKQEHGAPEDSIRHVGDLGNVVAGADGNAVYNATDKLISLNGSHSIIGRTMVIHENEDDLGRGGHELSKVTGNAGGRLACGVVGLAAE, which amino acid positions are active epitope sites? (4) The epitope positions are: [23, 24, 25, 26, 27, 28, 29, 30, 31, 32]. The amino acids at these positions are: YSVDDGETWE. Given the antigen sequence: MVAIADARYETSSENSLIDTVAKYSVDDGETWETQIAIKNSRVSSVSRVVDPTVIVKGNKLYVLVGSYYSSRSYWSSHGDARDWDILLAVGEVTKSTAGGKITASIKWGSPVSLKKFFPAEMEGMHTNQFLGGAGVAIVASNGNLVYPVQVTNKRKQVFSKIFYSEDDGKTWKFGKGRSDFGCSEPVALEWEGKLIINTRVDWKRRLVYESSDMEKPWVEAVGTVSRVWGPSPKSNQPGSQTSFTAVTIEGMRVMLFTHPLNFKGRCVRDRLNLWLTDNQRIYNVGQVSIGDENSAYSSVLYKDDKLYCLHEINTDEVYSLVFARLVGELRIIKSVLRSWKNWTATCPAFAPLLIQPLRRQRVVVVPLSPRLVLLAFCRQRLPKRMGGSYRCVNASTANAERVRNGLKFAGVGGGALWPVSQQGQNQRYRFANHAFTLVASVTIHEAPRAASPLLGASLDSSGGKKLLGLSYDEKHQWQPIYGSTPVTPTGSWETGKRYH..., which amino acid positions are active epitope sites? (5) Given the antigen sequence: MAEVPELASEMMAYYSGNEDDLFFEADGPKQMKCSFQDLDLCPLDGGIQLRISDHHYSKGFRQAASVVVAMDKLRKMLVPCPQTFQENDLSTFFPFIFEEEPIFFDTWDNEAYVHDAPVRSLNCTLRDSQQKSLVMSGPYELKALHLQGQDMEQQVVFSMSFVQGEESNDKIPVALGLKEKNLYLSCVLKDDKPTLQLESVDPKNYPKKKMEKRFVFNKIEINNKLEFESAQFPNWYISTSQAENMPVFLGGTKGGQDITDFTMQFVSS, which amino acid positions are active epitope sites? The epitope positions are: [162, 163, 164, 165, 166, 167, 168, 169, 170]. The amino acids at these positions are: VQGEESNDK.